This data is from Reaction yield outcomes from USPTO patents with 853,638 reactions. The task is: Predict the reaction yield, written as a fraction of the theoretical maximum amount of product (1.0 means a 100% yield; for example, 0.34 means a 34% yield). (1) The reactants are [Cl:1][C:2]1[CH:7]=[CH:6][C:5]([OH:8])=[CH:4][C:3]=1[C:9]([F:12])([F:11])[F:10].[F:13][C:14]1[CH:15]=[C:16]([CH:19]=[CH:20][C:21]=1F)[CH:17]=[O:18]. No catalyst specified. The product is [Cl:1][C:2]1[CH:7]=[CH:6][C:5]([O:8][C:21]2[CH:20]=[CH:19][C:16]([CH:17]=[O:18])=[CH:15][C:14]=2[F:13])=[CH:4][C:3]=1[C:9]([F:10])([F:11])[F:12]. The yield is 0.800. (2) The reactants are [CH3:1][CH:2]1[CH2:11][CH:10]([OH:12])[C:9]2[C:4](=[CH:5][CH:6]=[CH:7][CH:8]=2)[NH:3]1.[CH3:13][O:14][C:15]1[CH:16]=[C:17]([CH:21]=[C:22]([O:26][CH3:27])[C:23]=1[O:24][CH3:25])[C:18](O)=[O:19]. No catalyst specified. The product is [CH3:27][O:26][C:22]1[CH:21]=[C:17]([CH:16]=[C:15]([O:14][CH3:13])[C:23]=1[O:24][CH3:25])[C:18]([N:3]1[C:4]2[C:9](=[CH:8][CH:7]=[CH:6][CH:5]=2)[CH:10]([OH:12])[CH2:11][CH:2]1[CH3:1])=[O:19]. The yield is 0.330. (3) The reactants are [Cl:1][C:2]1[C:3]([O:29][C:30]2[C:35]([C:36]3[CH:41]=[CH:40][N:39]=[N:38][CH:37]=3)=[CH:34][C:33]([C:42]3[CH:47]=[CH:46][C:45]([F:48])=[CH:44][CH:43]=3)=[C:32]([Cl:49])[CH:31]=2)=[CH:4][C:5]([F:28])=[C:6]([S:8]([N:11](CC2C=CC(OC)=CC=2OC)[C:12]2[S:13][CH:14]=[N:15][N:16]=2)(=[O:10])=[O:9])[CH:7]=1.FC(F)(F)C(O)=O.CO. The catalyst is ClCCl. The product is [Cl:1][C:2]1[C:3]([O:29][C:30]2[C:35]([C:36]3[CH:41]=[CH:40][N:39]=[N:38][CH:37]=3)=[CH:34][C:33]([C:42]3[CH:43]=[CH:44][C:45]([F:48])=[CH:46][CH:47]=3)=[C:32]([Cl:49])[CH:31]=2)=[CH:4][C:5]([F:28])=[C:6]([S:8]([NH:11][C:12]2[S:13][CH:14]=[N:15][N:16]=2)(=[O:10])=[O:9])[CH:7]=1. The yield is 0.430. (4) The reactants are CC(C[AlH]CC(C)C)C.C(C[CH2:14][CH:15]1[CH:20]([C:21]2[CH:26]=[CH:25][C:24]([F:27])=[CH:23][CH:22]=2)[CH2:19][C:18](=[O:28])[NH:17][CH2:16]1)(O)=O.C[OH:30]. The catalyst is O1CCCC1.C1(C)C=CC=CC=1. The product is [F:27][C:24]1[CH:25]=[CH:26][C:21]([CH:20]2[CH2:19][C:18](=[O:28])[NH:17][CH2:16][CH:15]2[CH2:14][OH:30])=[CH:22][CH:23]=1. The yield is 0.670. (5) The reactants are Br[CH2:2][CH2:3][CH2:4][CH2:5][CH2:6][CH2:7][O:8][CH2:9][C:10]([C:13]1[CH:18]=[CH:17][CH:16]=[CH:15][CH:14]=1)([F:12])[F:11].[C:19]1(=[O:29])[NH:23][C:22](=[O:24])[C:21]2=[CH:25][CH:26]=[CH:27][CH:28]=[C:20]12.[K]. The catalyst is CN(C)C=O.[Br-].C([P+](CCCC)(CCCC)CCCC)CCCCCCCCCCCCCCC. The product is [F:11][C:10]([F:12])([C:13]1[CH:18]=[CH:17][CH:16]=[CH:15][CH:14]=1)[CH2:9][O:8][CH2:7][CH2:6][CH2:5][CH2:4][CH2:3][CH2:2][N:23]1[C:19](=[O:29])[C:20]2[C:21](=[CH:25][CH:26]=[CH:27][CH:28]=2)[C:22]1=[O:24]. The yield is 0.490. (6) The reactants are O=S(Cl)Cl.[Br:5][C:6]1[CH:14]=[C:13]([O:15][CH3:16])[CH:12]=[CH:11][C:7]=1[C:8]([OH:10])=[O:9].[CH3:17]O. The catalyst is O. The product is [Br:5][C:6]1[CH:14]=[C:13]([O:15][CH3:16])[CH:12]=[CH:11][C:7]=1[C:8]([O:10][CH3:17])=[O:9]. The yield is 0.850. (7) The reactants are Cl[C:2]1[CH:12]=[CH:11][C:5]([C:6]([O:8]CC)=[O:7])=[CH:4][N:3]=1.[O:13]1[CH2:18][CH2:17][O:16][CH2:15][CH:14]1[CH2:19][OH:20].[OH-].[Li+]. No catalyst specified. The product is [O:13]1[CH2:18][CH2:17][O:16][CH2:15][CH:14]1[CH2:19][O:20][C:2]1[CH:12]=[CH:11][C:5]([C:6]([OH:8])=[O:7])=[CH:4][N:3]=1. The yield is 0.580. (8) The reactants are [CH3:1][C:2]1[CH:3]=[C:4]([CH:7]=[CH:8][CH:9]=1)[CH:5]=O.[CH3:10][C:11]([CH3:13])=[O:12].[OH-].[Na+].O. The catalyst is C(O)C. The product is [CH3:1][C:2]1[CH:3]=[C:4]([CH:5]=[CH:10][C:11](=[O:12])[CH:13]=[CH:1][C:2]2[CH:9]=[CH:8][CH:7]=[C:4]([CH3:5])[CH:3]=2)[CH:7]=[CH:8][CH:9]=1. The yield is 0.720. (9) The reactants are CON(C)[C:4](=[O:40])[CH2:5][O:6][CH:7]([C:9]1[CH:10]=[N:11][C:12]([N:15]2[CH:19]=[CH:18][C:17]([CH:20]([C:22]3[CH:39]=[CH:38][C:25]4[N:26]([CH2:30][O:31][CH2:32][CH2:33][Si:34]([CH3:37])([CH3:36])[CH3:35])[C:27](=[O:29])[S:28][C:24]=4[CH:23]=3)[CH3:21])=[N:16]2)=[CH:13][CH:14]=1)[CH3:8].[CH3:42][Mg]Br. The catalyst is O1CCCC1.[Cl-].[NH4+]. The product is [CH2:5]([O:6][CH:7]([C:9]1[CH:14]=[CH:13][C:12]([N:15]2[CH:19]=[CH:18][C:17]([CH:20]([C:22]3[CH:39]=[CH:38][C:25]4[N:26]([CH2:30][O:31][CH2:32][CH2:33][Si:34]([CH3:37])([CH3:36])[CH3:35])[C:27](=[O:29])[S:28][C:24]=4[CH:23]=3)[CH3:21])=[N:16]2)=[N:11][CH:10]=1)[CH3:8])[C:4]([CH3:42])=[O:40]. The yield is 0.830. (10) The reactants are [C:1](=[NH:20])([O:3][CH2:4][CH2:5][C:6]1[CH:11]=[CH:10][C:9]([O:12][C:13]2[CH:18]=[CH:17][CH:16]=[C:15]([CH3:19])[N:14]=2)=[CH:8][CH:7]=1)[NH2:2].[CH:21]([CH:23]([CH2:28][C:29]1[CH:30]=[N:31][N:32]([CH3:34])[CH:33]=1)[C:24](OC)=O)=[O:22].C([O-])([O-])=O.[K+].[K+]. The catalyst is CN1C(=O)CCC1. The product is [CH3:34][N:32]1[CH:33]=[C:29]([CH2:28][C:23]2[C:21](=[O:22])[N:20]=[C:1]([O:3][CH2:4][CH2:5][C:6]3[CH:7]=[CH:8][C:9]([O:12][C:13]4[CH:18]=[CH:17][CH:16]=[C:15]([CH3:19])[N:14]=4)=[CH:10][CH:11]=3)[NH:2][CH:24]=2)[CH:30]=[N:31]1. The yield is 0.0715.